Dataset: Reaction yield outcomes from USPTO patents with 853,638 reactions. Task: Predict the reaction yield, written as a fraction of the theoretical maximum amount of product (1.0 means a 100% yield; for example, 0.34 means a 34% yield). (1) The product is [CH3:15][C:16]1[CH:17]=[C:18]([C:2]2[N:7]=[N:6][C:5]([NH2:8])=[N:4][C:3]=2[C:9]2[CH:14]=[CH:13][CH:12]=[CH:11][CH:10]=2)[CH:19]=[C:20]([CH3:22])[CH:21]=1. The yield is 0.650. No catalyst specified. The reactants are Br[C:2]1[N:7]=[N:6][C:5]([NH2:8])=[N:4][C:3]=1[C:9]1[CH:14]=[CH:13][CH:12]=[CH:11][CH:10]=1.[CH3:15][C:16]1[CH:17]=[C:18](B(O)O)[CH:19]=[C:20]([CH3:22])[CH:21]=1. (2) The reactants are [NH2:1][CH:2]([C:6]1[N:7]([CH2:17][C:18]2[CH:23]=[CH:22][CH:21]=[CH:20][CH:19]=2)[C:8](=[O:16])[C:9]2[C:14]([CH3:15])=[N:13][O:12][C:10]=2[N:11]=1)[CH:3]([CH3:5])[CH3:4].[C:24]([O:28][C:29](=[O:35])[NH:30][CH2:31][CH2:32][CH:33]=O)([CH3:27])([CH3:26])[CH3:25].C(O[BH-](OC(=O)C)OC(=O)C)(=O)C.[Na+]. The yield is 0.600. The product is [C:24]([O:28][C:29](=[O:35])[NH:30][CH2:31][CH2:32][CH2:33][NH:1][CH:2]([C:6]1[N:7]([CH2:17][C:18]2[CH:19]=[CH:20][CH:21]=[CH:22][CH:23]=2)[C:8](=[O:16])[C:9]2[C:14]([CH3:15])=[N:13][O:12][C:10]=2[N:11]=1)[CH:3]([CH3:5])[CH3:4])([CH3:27])([CH3:26])[CH3:25]. The catalyst is C(Cl)Cl.C(O)(=O)C. (3) The reactants are [CH2:1]([C:3]1[N:4]=[C:5]2[N:14]3[C:9]([CH2:10][N:11]([CH2:15][CH2:16][CH2:17][CH2:18][CH2:19][NH:20][S:21]([C:24]([F:27])([F:26])[F:25])(=[O:23])=[O:22])[CH2:12][C:13]=13)=[CH:8][CH:7]=[CH:6]2)[CH3:2].[ClH:28]. The catalyst is C(O)C. The product is [ClH:28].[ClH:28].[CH2:1]([C:3]1[N:4]=[C:5]2[N:14]3[C:9]([CH2:10][N:11]([CH2:15][CH2:16][CH2:17][CH2:18][CH2:19][NH:20][S:21]([C:24]([F:26])([F:25])[F:27])(=[O:22])=[O:23])[CH2:12][C:13]=13)=[CH:8][CH:7]=[CH:6]2)[CH3:2]. The yield is 1.00. (4) The reactants are FC(F)(F)S(O[C:7]1[CH2:8][CH:9]2[N:14]([C:15]([O:17][C:18]([CH3:21])([CH3:20])[CH3:19])=[O:16])[CH:12]([CH:13]=1)[CH2:11][CH2:10]2)(=O)=O.C([O-])(O)=O.[Na+].[F:29][C:30]1[C:35]([F:36])=[CH:34][CH:33]=[CH:32][C:31]=1[N:37]1[C:41]([C:42]2[C:43]([NH2:57])=[N:44][CH:45]=[C:46](B3OC(C)(C)C(C)(C)O3)[CH:47]=2)=[N:40][N:39]=[N:38]1. The catalyst is COCCOC.C1C=CC(P(C2C=CC=CC=2)[C-]2C=CC=C2)=CC=1.C1C=CC(P(C2C=CC=CC=2)[C-]2C=CC=C2)=CC=1.Cl[Pd]Cl.[Fe+2]. The product is [NH2:57][C:43]1[N:44]=[CH:45][C:46]([C:7]2[CH2:8][CH:9]3[N:14]([C:15]([O:17][C:18]([CH3:19])([CH3:20])[CH3:21])=[O:16])[CH:12]([CH:13]=2)[CH2:11][CH2:10]3)=[CH:47][C:42]=1[C:41]1[N:37]([C:31]2[CH:32]=[CH:33][CH:34]=[C:35]([F:36])[C:30]=2[F:29])[N:38]=[N:39][N:40]=1. The yield is 0.510. (5) The reactants are [C:1]1([S:7](Cl)(=[O:9])=[O:8])[CH:6]=[CH:5][CH:4]=[CH:3][CH:2]=1.[NH:11]1[C:19]2[C:14](=[CH:15][CH:16]=[CH:17][CH:18]=2)[CH2:13][CH2:12]1.CCN(CC)CC. The catalyst is CN(C1C=CN=CC=1)C.C(Cl)Cl. The product is [C:1]1([S:7]([N:11]2[C:19]3[C:14](=[CH:15][CH:16]=[CH:17][CH:18]=3)[CH2:13][CH2:12]2)(=[O:9])=[O:8])[CH:6]=[CH:5][CH:4]=[CH:3][CH:2]=1. The yield is 0.960. (6) The product is [CH3:1][O:2][C:3]1[CH:4]=[C:5]([CH:11]2[CH2:16][CH:15]([C:17]([F:18])([F:19])[F:20])[N:14]3[N:21]=[C:22]([C:24]4[CH:29]=[CH:28][N:27]=[C:26]([C:30]([NH:33][CH:34]5[CH2:35][CH2:36][N:37]([C:40]([O:42][C:43]([CH3:46])([CH3:45])[CH3:44])=[O:41])[CH2:38][CH2:39]5)=[O:31])[CH:25]=4)[CH:23]=[C:13]3[NH:12]2)[CH:6]=[CH:7][C:8]=1[O:9][CH3:10]. The yield is 0.400. The reactants are [CH3:1][O:2][C:3]1[CH:4]=[C:5]([CH:11]2[CH2:16][CH:15]([C:17]([F:20])([F:19])[F:18])[N:14]3[N:21]=[C:22]([C:24]4[CH:29]=[CH:28][N:27]=[C:26]([C:30](O)=[O:31])[CH:25]=4)[CH:23]=[C:13]3[NH:12]2)[CH:6]=[CH:7][C:8]=1[O:9][CH3:10].[NH2:33][CH:34]1[CH2:39][CH2:38][N:37]([C:40]([O:42][C:43]([CH3:46])([CH3:45])[CH3:44])=[O:41])[CH2:36][CH2:35]1. No catalyst specified. (7) The reactants are [Cl:1][C:2]1[C:3]([O:17][CH3:18])=[C:4]([C:8]2([CH2:11][C:12](=[O:16])[C:13]([OH:15])=[O:14])[CH2:10][CH2:9]2)[CH:5]=[CH:6][CH:7]=1.S(=O)(=O)(O)O.[CH2:24](O)[CH3:25]. The catalyst is C(=O)(O)[O-].[Na+]. The product is [CH2:24]([O:14][C:13](=[O:15])[C:12](=[O:16])[CH2:11][C:8]1([C:4]2[CH:5]=[CH:6][CH:7]=[C:2]([Cl:1])[C:3]=2[O:17][CH3:18])[CH2:10][CH2:9]1)[CH3:25]. The yield is 0.740. (8) The reactants are C([O:5][C:6](=[O:26])[CH2:7][O:8][C:9]1[C:13]2=[N:14][CH:15]=[C:16]([C:18]([F:21])([F:20])[F:19])[CH:17]=[C:12]2[S:11][C:10]=1[C:22]([O:24]C)=[O:23])(C)(C)C.O.[OH-].[Li+]. The catalyst is O1CCCC1.O. The product is [C:6]([CH2:7][O:8][C:9]1[C:13]2=[N:14][CH:15]=[C:16]([C:18]([F:20])([F:19])[F:21])[CH:17]=[C:12]2[S:11][C:10]=1[C:22]([OH:24])=[O:23])([OH:26])=[O:5]. The yield is 0.380.